Dataset: Reaction yield outcomes from USPTO patents with 853,638 reactions. Task: Predict the reaction yield, written as a fraction of the theoretical maximum amount of product (1.0 means a 100% yield; for example, 0.34 means a 34% yield). (1) The reactants are [Br:1][C:2]1[CH:7]=[C:6](F)[CH:5]=[CH:4][C:3]=1[N+:9]([O-:11])=[O:10].C([O-])([O-])=O.[K+].[K+].Cl.[CH:19]12[NH:25][CH:22]([CH2:23][CH2:24]1)[CH2:21][CH2:20]2. The catalyst is CS(C)=O.O. The product is [Br:1][C:2]1[CH:7]=[C:6]([N:25]2[CH:19]3[CH2:24][CH2:23][CH:22]2[CH2:21][CH2:20]3)[CH:5]=[CH:4][C:3]=1[N+:9]([O-:11])=[O:10]. The yield is 0.780. (2) The reactants are [CH:1](=O)[C:2]1[CH:11]=[CH:10][C:7]([O:8][CH3:9])=[C:4]([O:5][CH3:6])[CH:3]=1.C(O)(=O)[CH2:14][C:15]([OH:17])=[O:16]. The catalyst is N1C=CC=CC=1.N1CCCCC1. The product is [CH3:6][O:5][C:4]1[CH:3]=[C:2]([CH:11]=[CH:10][C:7]=1[O:8][CH3:9])[CH:1]=[CH:14][C:15]([OH:17])=[O:16]. The yield is 0.714.